This data is from Reaction yield outcomes from USPTO patents with 853,638 reactions. The task is: Predict the reaction yield, written as a fraction of the theoretical maximum amount of product (1.0 means a 100% yield; for example, 0.34 means a 34% yield). (1) The reactants are [C:1]1([CH3:11])[CH:6]=[CH:5][C:4]([S:7](Cl)(=[O:9])=[O:8])=[CH:3][CH:2]=1.[CH3:12][N:13]1[C:17]([CH3:18])=[C:16]([CH2:19][N:20]2[CH2:25][CH2:24][N:23]([C:26]3[C:31]([N:32]4[CH2:37][CH2:36][CH:35]([CH2:38][OH:39])[CH2:34][CH2:33]4)=[N:30][CH:29]=[CH:28][N:27]=3)[CH2:22][CH2:21]2)[CH:15]=[N:14]1.C(N(CC)CC)C. The catalyst is C(Cl)Cl. The product is [CH3:12][N:13]1[C:17]([CH3:18])=[C:16]([CH2:19][N:20]2[CH2:21][CH2:22][N:23]([C:26]3[C:31]([N:32]4[CH2:37][CH2:36][CH:35]([CH2:38][O:39][S:7]([C:4]5[CH:5]=[CH:6][C:1]([CH3:11])=[CH:2][CH:3]=5)(=[O:9])=[O:8])[CH2:34][CH2:33]4)=[N:30][CH:29]=[CH:28][N:27]=3)[CH2:24][CH2:25]2)[CH:15]=[N:14]1. The yield is 0.510. (2) The reactants are [CH3:1][C:2]([NH:14][C:15]1[C:16](=[O:40])[N:17]([C:30]2[CH:35]=[CH:34][C:33]([C:36]([F:39])([F:38])[F:37])=[CH:32][CH:31]=2)[C@@H:18]([C:20]2[CH:25]=[CH:24][CH:23]=[C:22]([O:26][CH:27]3[CH2:29][CH2:28]3)[CH:21]=2)[CH:19]=1)([C:4]1[CH:5]=[N:6][C:7]([C:10]([F:13])([F:12])[F:11])=[CH:8][CH:9]=1)[CH3:3].C([BH3-])#N.[Na+]. The catalyst is C(O)(=O)C. The product is [CH3:3][C:2]([NH:14][C@@H:15]1[CH2:19][C@H:18]([C:20]2[CH:25]=[CH:24][CH:23]=[C:22]([O:26][CH:27]3[CH2:29][CH2:28]3)[CH:21]=2)[N:17]([C:30]2[CH:31]=[CH:32][C:33]([C:36]([F:37])([F:39])[F:38])=[CH:34][CH:35]=2)[C:16]1=[O:40])([C:4]1[CH:5]=[N:6][C:7]([C:10]([F:13])([F:12])[F:11])=[CH:8][CH:9]=1)[CH3:1]. The yield is 0.590. (3) The reactants are [CH3:1][O:2][C:3]1[CH:21]=[CH:20][C:6]2[N:7]=[C:8]([C:10]3[CH:19]=[CH:18][C:17]4[C:12](=[CH:13][CH:14]=[CH:15][CH:16]=4)[CH:11]=3)[S:9][C:5]=2[C:4]=1[N+:22]([O-])=O.[H][H]. The catalyst is CO.C(O)(=O)C.[Pd]. The product is [CH3:1][O:2][C:3]1[CH:21]=[CH:20][C:6]2[N:7]=[C:8]([C:10]3[CH:19]=[CH:18][C:17]4[C:12](=[CH:13][CH:14]=[CH:15][CH:16]=4)[CH:11]=3)[S:9][C:5]=2[C:4]=1[NH2:22]. The yield is 0.530.